Dataset: Reaction yield outcomes from USPTO patents with 853,638 reactions. Task: Predict the reaction yield, written as a fraction of the theoretical maximum amount of product (1.0 means a 100% yield; for example, 0.34 means a 34% yield). (1) The reactants are Br[C:2]1[CH:3]=[C:4]([NH2:16])[CH:5]=[N:6][C:7]=1[C:8]1[CH:13]=[CH:12][CH:11]=[C:10]([O:14][CH3:15])[CH:9]=1.[CH:17]1(B2OC(C)(C)C(C)(C)O2)[CH2:19][CH2:18]1. No catalyst specified. The product is [CH:17]1([C:2]2[CH:3]=[C:4]([NH2:16])[CH:5]=[N:6][C:7]=2[C:8]2[CH:13]=[CH:12][CH:11]=[C:10]([O:14][CH3:15])[CH:9]=2)[CH2:19][CH2:18]1. The yield is 0.680. (2) The reactants are [F:1][C:2]1[CH:7]=[CH:6][C:5]([F:8])=[CH:4][C:3]=1[C@H:9]1[CH2:13][CH2:12][CH2:11][N:10]1[C:14]1[CH:19]=[CH:18][N:17]2[N:20]=[CH:21][C:22]([C:23](O)=[O:24])=[C:16]2[N:15]=1.S(Cl)(Cl)=O.[NH2:30][C:31]1[C:36]([CH3:37])=[CH:35][CH:34]=[CH:33][N:32]=1. The catalyst is C(Cl)(Cl)(Cl)Cl. The product is [F:1][C:2]1[CH:7]=[CH:6][C:5]([F:8])=[CH:4][C:3]=1[C@H:9]1[CH2:13][CH2:12][CH2:11][N:10]1[C:14]1[CH:19]=[CH:18][N:17]2[N:20]=[CH:21][C:22]([C:23]([NH:30][C:31]3[C:36]([CH3:37])=[CH:35][CH:34]=[CH:33][N:32]=3)=[O:24])=[C:16]2[N:15]=1. The yield is 0.290. (3) The reactants are [CH2:1]([O:8][C:9]1[C:14]([C:15]2[CH:20]=[CH:19][CH:18]=[CH:17][CH:16]=2)=[CH:13][C:12]([N+:21]([O-])=O)=[CH:11][N:10]=1)[C:2]1[CH:7]=[CH:6][CH:5]=[CH:4][CH:3]=1. The catalyst is C(O)C.Cl.[Fe]. The product is [CH2:1]([O:8][C:9]1[N:10]=[CH:11][C:12]([NH2:21])=[CH:13][C:14]=1[C:15]1[CH:20]=[CH:19][CH:18]=[CH:17][CH:16]=1)[C:2]1[CH:3]=[CH:4][CH:5]=[CH:6][CH:7]=1. The yield is 0.790. (4) The reactants are [C:1]([C:5]1[CH:6]=[C:7]([C:15]2[N:19]([S:20]([N:23]3[CH2:28][CH2:27][CH2:26][CH2:25][CH2:24]3)(=[O:22])=[O:21])[C:18]([CH3:29])=[C:17]([C:30](O)=[O:31])[CH:16]=2)[CH:8]=[C:9]([C:11]([CH3:14])([CH3:13])[CH3:12])[CH:10]=1)([CH3:4])([CH3:3])[CH3:2].[O:33]1[CH2:36][CH:35]([NH2:37])[CH2:34]1.CN(C(ON1N=NC2C=CC=NC1=2)=[N+](C)C)C.F[P-](F)(F)(F)(F)F.CCN(C(C)C)C(C)C. The catalyst is CN(C=O)C.O. The product is [C:1]([C:5]1[CH:6]=[C:7]([C:15]2[N:19]([S:20]([N:23]3[CH2:28][CH2:27][CH2:26][CH2:25][CH2:24]3)(=[O:21])=[O:22])[C:18]([CH3:29])=[C:17]([C:30]([NH:37][CH:35]3[CH2:36][O:33][CH2:34]3)=[O:31])[CH:16]=2)[CH:8]=[C:9]([C:11]([CH3:12])([CH3:14])[CH3:13])[CH:10]=1)([CH3:3])([CH3:2])[CH3:4]. The yield is 0.720.